This data is from Retrosynthesis with 50K atom-mapped reactions and 10 reaction types from USPTO. The task is: Predict the reactants needed to synthesize the given product. (1) Given the product CCn1cc(C)c(C(=O)Nc2cccc(Oc3ccc4nc(NC(=O)C5CC5)nn4c3)c2)n1, predict the reactants needed to synthesize it. The reactants are: CCn1cc(C)c(C(=O)O)n1.Nc1cccc(Oc2ccc3nc(NC(=O)C4CC4)nn3c2)c1. (2) Given the product CCOC(=O)c1ccc(N2CCN(C3CCC3)CC2)cc1, predict the reactants needed to synthesize it. The reactants are: C1CC(N2CCNCC2)C1.CCOC(=O)c1ccc(F)cc1. (3) Given the product CN(C(=O)OC(C)(C)C)C1CCN(c2ccnc3cc(Cl)ccc23)C1, predict the reactants needed to synthesize it. The reactants are: CN(C(=O)OC(C)(C)C)C1CCNC1.Clc1ccc2c(Cl)ccnc2c1. (4) Given the product Nc1ccc(N/C(=C2\C(=O)Nc3ccccc32)c2ccccc2)cc1, predict the reactants needed to synthesize it. The reactants are: CC(C)(C)OC(=O)Nc1ccc(N/C(=C2\C(=O)Nc3ccccc32)c2ccccc2)cc1. (5) The reactants are: COc1cc(O)c2cc(-c3cn4nc(OC)sc4n3)oc2c1.OCc1cccc(C2(O)CCOCC2)n1. Given the product COc1cc(OCc2cccc(C3(O)CCOCC3)n2)c2cc(-c3cn4nc(OC)sc4n3)oc2c1, predict the reactants needed to synthesize it. (6) Given the product COc1ccccc1-c1cn(S(=O)(=O)c2ccc(C)cc2)c2ncc(-c3cc(F)c(NC4CCC(O)CC4)c(C(=O)O)c3)cc12, predict the reactants needed to synthesize it. The reactants are: COc1ccccc1-c1cn(S(=O)(=O)c2ccc(C)cc2)c2ncc(B3OC(C)(C)C(C)(C)O3)cc12.O=C(O)c1cc(I)cc(F)c1NC1CCC(O)CC1.